This data is from Catalyst prediction with 721,799 reactions and 888 catalyst types from USPTO. The task is: Predict which catalyst facilitates the given reaction. Reactant: [CH3:1][CH:2]([CH3:14])[CH2:3][C:4]1[S:5][C:6]([C:9](OCC)=[O:10])=[CH:7][N:8]=1.[H-].[Al+3].[Li+].[H-].[H-].[H-].O.[OH-].[Na+]. Product: [OH:10][CH2:9][C:6]1[S:5][C:4]([CH2:3][CH:2]([CH3:14])[CH3:1])=[N:8][CH:7]=1. The catalyst class is: 1.